From a dataset of Full USPTO retrosynthesis dataset with 1.9M reactions from patents (1976-2016). Predict the reactants needed to synthesize the given product. (1) Given the product [C:32]([O:31][C:29](=[O:30])[N:19]([CH2:20][C:21]1[CH:26]=[CH:25][C:24]([O:27][CH3:28])=[CH:23][CH:22]=1)[C:15]1[CH:14]=[C:13]([CH2:12][C@H:11]2[C:8](=[O:7])[NH:9][C@@H:10]2[S:41]([CH3:40])(=[O:43])=[O:42])[CH:18]=[CH:17][N:16]=1)([CH3:35])([CH3:34])[CH3:33], predict the reactants needed to synthesize it. The reactants are: ClC1C=C(C=CC=1)C([O:7][C@@H:8]1[C@@H:11]([CH2:12][C:13]2[CH:18]=[CH:17][N:16]=[C:15]([N:19]([C:29]([O:31][C:32]([CH3:35])([CH3:34])[CH3:33])=[O:30])[CH2:20][C:21]3[CH:26]=[CH:25][C:24]([O:27][CH3:28])=[CH:23][CH:22]=3)[CH:14]=2)[C:10](=O)[NH:9]1)=O.[CH3:40][S:41]([O-:43])=[O:42].[Na+]. (2) Given the product [ClH:1].[CH:14]1([N:11]2[CH2:12][CH2:13][CH:9]([CH2:8][C:7]3[C:2]([Cl:1])=[CH:3][C:4]([C:32]4[CH:37]=[CH:36][C:35]([C:38]([N:44]5[CH2:45][CH2:46][N:41]([CH2:47][CH2:48][OH:49])[CH2:42][CH2:43]5)=[O:39])=[CH:34][CH:33]=4)=[CH:5][C:6]=3[Cl:21])[C:10]2=[O:20])[CH2:19][CH2:18][CH2:17][CH2:16][CH2:15]1, predict the reactants needed to synthesize it. The reactants are: [Cl:1][C:2]1[CH:3]=[C:4](OS(C(F)(F)F)(=O)=O)[CH:5]=[C:6]([Cl:21])[C:7]=1[CH2:8][CH:9]1[CH2:13][CH2:12][N:11]([CH:14]2[CH2:19][CH2:18][CH2:17][CH2:16][CH2:15]2)[C:10]1=[O:20].B([C:32]1[CH:37]=[CH:36][C:35]([C:38](Cl)=[O:39])=[CH:34][CH:33]=1)=O.[N:41]1([CH2:47][CH2:48][OH:49])[CH2:46][CH2:45][NH:44][CH2:43][CH2:42]1.C(=O)([O-])[O-].[Na+].[Na+].[OH-].[Na+]. (3) Given the product [OH:2][C:3]1[CH:8]=[C:7]([OH:9])[CH:6]=[CH:5][C:4]=1[C:11]([C:13]1[CH:18]=[CH:17][C:16]([N+:19]([O-:21])=[O:20])=[CH:15][C:14]=1[OH:22])=[O:12], predict the reactants needed to synthesize it. The reactants are: C[O:2][C:3]1[CH:8]=[C:7]([O:9]C)[CH:6]=[CH:5][C:4]=1[C:11]([C:13]1[CH:18]=[CH:17][C:16]([N+:19]([O-:21])=[O:20])=[CH:15][C:14]=1[O:22]C)=[O:12].B(Br)(Br)Br.CCCCCC.CCOC(C)=O. (4) Given the product [Br:1][C:2]1[N:6]=[C:5]([N:7]([CH2:13][CH:14]2[CH2:17][CH2:15]2)[CH2:8][CH:9]2[CH2:10][CH2:11]2)[N:4]([CH3:12])[N:3]=1, predict the reactants needed to synthesize it. The reactants are: [Br:1][C:2]1[N:6]=[C:5]([NH:7][CH2:8][CH:9]2[CH2:11][CH2:10]2)[N:4]([CH3:12])[N:3]=1.[CH3:13][C:14]([CH3:17])([O-])[CH3:15].[Na+].BrCC1CC1. (5) Given the product [CH:1]1([O:7][C:54]2[CH:53]=[C:52]3[C:57](=[CH:56][CH:55]=2)[NH:49][N:50]=[CH:51]3)[CH2:6][CH2:5][CH2:4][CH2:3][CH2:2]1, predict the reactants needed to synthesize it. The reactants are: [CH:1]1([OH:7])[CH2:6][CH2:5][CH2:4][CH2:3][CH2:2]1.C1(P(C2C=CC=CC=2)C2C=CC=CC=2)C=CC=CC=1.N(C(OCC1C=CC=CC=1)=O)=NC(OCC1C=CC=CC=1)=O.[NH:49]1[C:57]2[C:52](=[CH:53][C:54](O)=[CH:55][CH:56]=2)[CH:51]=[N:50]1. (6) Given the product [CH:1]1[C:11]2[CH2:10][C:9]3([CH2:15][CH2:14][CH:13]([N:16]4[CH2:21][CH2:20][C:19]([OH:26])([C:22]([OH:24])=[O:23])[CH2:18][CH2:17]4)[CH2:12]3)[C:8]3[CH:27]=[CH:28][CH:29]=[CH:30][C:7]=3[CH2:6][C:5]=2[CH:4]=[CH:3][CH:2]=1, predict the reactants needed to synthesize it. The reactants are: [CH:1]1[C:11]2[CH2:10][C:9]3([CH2:15][CH2:14][CH:13]([N:16]4[CH2:21][CH2:20][C:19]([OH:26])([C:22]([O:24]C)=[O:23])[CH2:18][CH2:17]4)[CH2:12]3)[C:8]3[CH:27]=[CH:28][CH:29]=[CH:30][C:7]=3[CH2:6][C:5]=2[CH:4]=[CH:3][CH:2]=1.[OH-].[Li+]. (7) Given the product [Cl:35][C:32]1[CH:31]=[CH:30][C:29]([C:26]2[S:27][CH:28]=[C:24]([CH2:23][S:22][C:4]3[C:5]([C:20]#[N:21])=[C:6]([C:10]4[CH:15]=[CH:14][C:13]([O:16][CH2:17][CH2:18][OH:19])=[CH:12][CH:11]=4)[C:7]([C:8]#[N:9])=[C:2]([N:42]([CH3:43])[CH3:41])[N:3]=3)[N:25]=2)=[CH:34][CH:33]=1, predict the reactants needed to synthesize it. The reactants are: Cl[C:2]1[C:7]([C:8]#[N:9])=[C:6]([C:10]2[CH:15]=[CH:14][C:13]([O:16][CH2:17][CH2:18][OH:19])=[CH:12][CH:11]=2)[C:5]([C:20]#[N:21])=[C:4]([S:22][CH2:23][C:24]2[N:25]=[C:26]([C:29]3[CH:34]=[CH:33][C:32]([Cl:35])=[CH:31][CH:30]=3)[S:27][CH:28]=2)[N:3]=1.CS(N)(=O)=O.[CH3:41][N:42](C=O)[CH3:43]. (8) Given the product [F:57][C:55]1([F:58])[CH2:54][N:53]([C:59]([O:61][C:62]([CH3:65])([CH3:64])[CH3:63])=[O:60])[C@H:52]([C:50]2[NH:51][C:47]([C:44]3[CH:43]=[N:42][C:41]([C:28]4[CH:27]=[CH:26][C:25]([C:23]5[N:24]=[C:20]([C@@H:4]6[CH2:5][N:6]7[C:14]8[CH:13]([C@@H:12]([NH:15][C:16]([O:17][CH3:18])=[O:19])[CH2:11][CH2:10][C:9]=8[CH:8]=[CH:7]7)[C:2](=[O:1])[CH2:3]6)[NH:21][CH:22]=5)=[CH:30][CH:29]=4)=[N:46][CH:45]=3)=[CH:48][N:49]=2)[CH2:56]1, predict the reactants needed to synthesize it. The reactants are: [O:1]=[C:2]1[CH:13]2[C:14]3[N:6]([CH:7]=[CH:8][C:9]=3[CH2:10][CH2:11][C@@H:12]2[NH:15][C:16](=[O:19])[O:17][CH3:18])[CH2:5][C@@H:4]([C:20]2[NH:21][CH:22]=[C:23]([C:25]3[CH:30]=[CH:29][C:28](B4OC(C)(C)C(C)(C)O4)=[CH:27][CH:26]=3)[N:24]=2)[CH2:3]1.Cl[C:41]1[N:46]=[CH:45][C:44]([C:47]2[NH:51][C:50]([C@@H:52]3[CH2:56][C:55]([F:58])([F:57])[CH2:54][N:53]3[C:59]([O:61][C:62]([CH3:65])([CH3:64])[CH3:63])=[O:60])=[N:49][CH:48]=2)=[CH:43][N:42]=1.C(=O)([O-])[O-].[Cs+].[Cs+]. (9) Given the product [CH3:40][O:41][C:42]([C:44]1[CH:49]=[CH:48][CH:47]=[CH:46][C:45]=1[NH:50][C:51]1[N:55]([C:56]2[CH:61]=[CH:60][CH:59]=[CH:58][CH:57]=2)[N:54]=[C:53]([CH3:62])[C:52]=1[C:29]1[CH:28]=[C:27]2[C:22](=[C:21]([F:20])[CH:30]=1)[N:23]=[CH:24][CH:25]=[N:26]2)=[O:43], predict the reactants needed to synthesize it. The reactants are: C1(P(C2CCCCC2)C2CCCCC2)CCCCC1.[F:20][C:21]1[CH:30]=[C:29](B2OC(C)(C)C(C)(C)O2)[CH:28]=[C:27]2[C:22]=1[N:23]=[CH:24][CH:25]=[N:26]2.[CH3:40][O:41][C:42]([C:44]1[CH:49]=[CH:48][CH:47]=[CH:46][C:45]=1[NH:50][C:51]1[N:55]([C:56]2[CH:61]=[CH:60][CH:59]=[CH:58][CH:57]=2)[N:54]=[C:53]([CH3:62])[C:52]=1Br)=[O:43].P([O-])([O-])([O-])=O.[K+].[K+].[K+]. (10) The reactants are: [F:1][C:2]([C:5]1[O:9][C:8]([CH2:10][N:11]2[CH:15]=[CH:14][C:13]([NH2:16])=[N:12]2)=[CH:7][CH:6]=1)([F:4])[CH3:3].[Cl:17][C:18]1[CH:19]=[C:20](/[CH:24]=[CH:25]/[C:26](O)=[O:27])[CH:21]=[CH:22][CH:23]=1. Given the product [Cl:17][C:18]1[CH:19]=[C:20](/[CH:24]=[CH:25]/[C:26]([NH:16][C:13]2[CH:14]=[CH:15][N:11]([CH2:10][C:8]3[O:9][C:5]([C:2]([F:1])([F:4])[CH3:3])=[CH:6][CH:7]=3)[N:12]=2)=[O:27])[CH:21]=[CH:22][CH:23]=1, predict the reactants needed to synthesize it.